This data is from Reaction yield outcomes from USPTO patents with 853,638 reactions. The task is: Predict the reaction yield, written as a fraction of the theoretical maximum amount of product (1.0 means a 100% yield; for example, 0.34 means a 34% yield). The reactants are Cl.Cl.[NH2:3][CH:4]1[C:22](=[O:23])[N:21]2[CH:17]([CH2:18][CH:19]([O:24][C:25]3[C:34]4[C:29](=[CH:30][CH:31]=[CH:32][CH:33]=4)[CH:28]=[CH:27][N:26]=3)[CH2:20]2)[C:16](=[O:35])[NH:15][C:14]2([C:36]([NH:38][S:39]([CH:42]3[CH2:44][CH2:43]3)(=[O:41])=[O:40])=[O:37])[CH:12]([CH2:13]2)[CH:11]=[CH:10][CH2:9][CH2:8][CH2:7][CH2:6][CH2:5]1.CCN(C(C)C)C(C)C.Cl[C:55]([O:57][CH2:58][C:59]([CH3:62])([CH3:61])[CH3:60])=[O:56]. The catalyst is C(Cl)Cl.CCOC(C)=O.CO. The product is [CH3:60][C:59]([CH3:62])([CH3:61])[CH2:58][O:57][C:55](=[O:56])[NH:3][CH:4]1[C:22](=[O:23])[N:21]2[CH:17]([CH2:18][CH:19]([O:24][C:25]3[C:34]4[C:29](=[CH:30][CH:31]=[CH:32][CH:33]=4)[CH:28]=[CH:27][N:26]=3)[CH2:20]2)[C:16](=[O:35])[NH:15][C:14]2([C:36]([NH:38][S:39]([CH:42]3[CH2:43][CH2:44]3)(=[O:40])=[O:41])=[O:37])[CH:12]([CH2:13]2)[CH:11]=[CH:10][CH2:9][CH2:8][CH2:7][CH2:6][CH2:5]1. The yield is 0.790.